Task: Predict the reactants needed to synthesize the given product.. Dataset: Full USPTO retrosynthesis dataset with 1.9M reactions from patents (1976-2016) (1) Given the product [CH2:1]([O:8][C:9]([N:11]1[CH2:12][CH2:13][CH2:14][CH:15]([N:37]=[N+:38]=[N-:39])[CH:16]([OH:30])[CH2:17]1)=[O:10])[C:2]1[CH:3]=[CH:4][CH:5]=[CH:6][CH:7]=1, predict the reactants needed to synthesize it. The reactants are: [CH2:1]([O:8][C:9]([N:11]1[CH2:17][CH:16]=[CH:15][CH2:14][CH2:13][CH2:12]1)=[O:10])[C:2]1[CH:7]=[CH:6][CH:5]=[CH:4][CH:3]=1.ClC1C=CC=C(C(OO)=O)C=1.C([O-])([O-])=[O:30].[K+].[K+].[Cl-].[NH4+].[N-:37]=[N+:38]=[N-:39].[Na+]. (2) Given the product [CH2:13]([N:3]1[CH2:4][CH2:5][C:6]2[C:11]([OH:12])=[CH:10][CH:9]=[CH:8][C:7]=2[CH2:1][CH2:2]1)[C:14]([CH3:18])([CH3:17])[CH3:15], predict the reactants needed to synthesize it. The reactants are: [CH2:1]1[C:7]2[CH:8]=[CH:9][CH:10]=[C:11]([OH:12])[C:6]=2[CH2:5][CH2:4][NH:3][CH2:2]1.[CH3:13][C:14]([CH3:18])([CH3:17])[CH:15]=O.C(OC)(OC)OC.C(O[BH-](OC(=O)C)OC(=O)C)(=O)C.[Na+]. (3) Given the product [C:1]([C:5]1[CH:6]=[C:7]([N+:19]([O-:21])=[O:20])[C:8]([O:17][CH3:18])=[C:9]([C:11](=[O:16])[C:12]([F:13])([F:15])[F:14])[CH:10]=1)([CH3:4])([CH3:2])[CH3:3], predict the reactants needed to synthesize it. The reactants are: [C:1]([C:5]1[CH:6]=[C:7]([N+:19]([O-:21])=[O:20])[C:8]([O:17][CH3:18])=[C:9]([CH:11]([OH:16])[C:12]([F:15])([F:14])[F:13])[CH:10]=1)([CH3:4])([CH3:3])[CH3:2].CC(OI1(OC(C)=O)(OC(C)=O)OC(=O)C2C=CC=CC1=2)=O. (4) Given the product [CH2:1]([C:3]1[N:4]=[C:5]([NH2:8])[S:6][C:7]=1[I:13])[CH3:2], predict the reactants needed to synthesize it. The reactants are: [CH2:1]([C:3]1[N:4]=[C:5]([NH2:8])[S:6][CH:7]=1)[CH3:2].C(O)(=O)C.[I:13]Cl. (5) The reactants are: [CH:1]([C@H:4]1[CH2:8][O:7][C:6](=[O:9])[N:5]1[C:10]1[CH:15]=[CH:14][N:13]=[C:12]([NH:16][C@H:17]([CH:19]2[CH2:24][CH2:23][NH:22][CH2:21][CH2:20]2)[CH3:18])[N:11]=1)([CH3:3])[CH3:2].[F:25][C:26]1[CH:31]=[CH:30][C:29]([S:32](Cl)(=[O:34])=[O:33])=[CH:28][CH:27]=1.CCN(C(C)C)C(C)C. Given the product [F:25][C:26]1[CH:31]=[CH:30][C:29]([S:32]([N:22]2[CH2:23][CH2:24][CH:19]([C@@H:17]([NH:16][C:12]3[N:11]=[C:10]([N:5]4[C@@H:4]([CH:1]([CH3:2])[CH3:3])[CH2:8][O:7][C:6]4=[O:9])[CH:15]=[CH:14][N:13]=3)[CH3:18])[CH2:20][CH2:21]2)(=[O:34])=[O:33])=[CH:28][CH:27]=1, predict the reactants needed to synthesize it. (6) Given the product [NH2:15][C:6]1[CH:7]=[C:8]([SH:11])[CH:9]=[CH:10][C:5]=1[Cl:4], predict the reactants needed to synthesize it. The reactants are: [Sn](Cl)Cl.[Cl:4][C:5]1[CH:10]=[CH:9][C:8]([S:11](Cl)(=O)=O)=[CH:7][C:6]=1[N+:15]([O-])=O.C([O-])(O)=O.[Na+].C(Cl)(Cl)Cl.CCCCCC.